Dataset: Experimentally validated miRNA-target interactions with 360,000+ pairs, plus equal number of negative samples. Task: Binary Classification. Given a miRNA mature sequence and a target amino acid sequence, predict their likelihood of interaction. The miRNA is mmu-miR-129-5p with sequence CUUUUUGCGGUCUGGGCUUGC. The protein sequence of the target gene is MQDDLLMDKSKTQPQSQQQQRQQQQQQQQLQPEPGAAEAPSTPLSSEIPKPEDSSAVPALSPASAPPAPNGPDKMQMESPLLPGLSFHQPPQQPPPPQEPTAPGASLSPSFGSTWSTGTTNAVEDSFFQGITPVNGTMLFQNFPHHVNPVFGGTFSPQIGLAQTQHHQQPPPPAPQPPQPAQPPQAQPSQQRRSPASPSQAPYAQRSAAAYGHQPIMTSKPSSSSAVAAAAAAAAASSASSSWNTHQSVNAAWSAPSNPWGGLQAGRDPRRAVGVGVGVGVGVPSPLNPISPLKKPFSSN.... Result: 1 (interaction).